Dataset: Catalyst prediction with 721,799 reactions and 888 catalyst types from USPTO. Task: Predict which catalyst facilitates the given reaction. (1) Reactant: [CH2:1]([O:8][C:9]1[CH:22]=[C:21]2[C:12]([C@@H:13]3[C@@:18]([CH3:23])([CH2:19][CH2:20]2)[CH:17]=[CH:16][C:15](=[O:24])[C@H:14]3[CH3:25])=[CH:11][CH:10]=1)[C:2]1[CH:7]=[CH:6][CH:5]=[CH:4][CH:3]=1.C([Cu])#N.[CH2:29]([Li])[CH2:30][CH2:31][CH3:32]. Product: [CH2:1]([O:8][C:9]1[CH:22]=[C:21]2[C:12]([C@@H:13]3[C@@:18]([CH3:23])([CH2:19][CH2:20]2)[C@@H:17]([CH2:29][CH2:30][CH2:31][CH3:32])[CH2:16][C:15](=[O:24])[C@H:14]3[CH3:25])=[CH:11][CH:10]=1)[C:2]1[CH:3]=[CH:4][CH:5]=[CH:6][CH:7]=1. The catalyst class is: 1. (2) Reactant: [Cl:1][C:2]1[C:3]([N:9]2[CH2:14][CH2:13][N:12]([CH2:15][CH2:16][CH2:17][N:18]3[C:26]4[CH2:25][CH2:24][N:23]([S:27]([CH3:30])(=[O:29])=[O:28])[CH2:22][C:21]=4[C:20]([C:31]4[CH:36]=[CH:35][C:34]([C:37]([F:40])([F:39])[F:38])=[CH:33][CH:32]=4)=[N:19]3)[CH2:11][CH2:10]2)=[C:4]([NH2:8])[CH:5]=[CH:6][CH:7]=1.C[Si]([N:45]=[C:46]=[O:47])(C)C.CO.[CH2:50](Cl)Cl. Product: [Cl:1][C:2]1[C:3]([N:9]2[CH2:14][CH2:13][N:12]([CH2:15][CH2:16][CH2:17][N:18]3[C:26]4[CH2:25][CH2:24][N:23]([S:27]([CH3:30])(=[O:28])=[O:29])[CH2:22][C:21]=4[C:20]([C:31]4[CH:32]=[CH:33][C:34]([C:37]([F:38])([F:39])[F:40])=[CH:35][CH:36]=4)=[N:19]3)[CH2:11][CH2:10]2)=[C:4]([NH:8][C:46]([NH:45][CH3:50])=[O:47])[CH:5]=[CH:6][CH:7]=1. The catalyst class is: 2. (3) Reactant: [O:1]=[C:2]1[NH:8][C:7]2[N:9]=[CH:10][C:11](/[CH:13]=[CH:14]/[C:15](=[O:27])[N:16]3[CH2:19][CH:18]([O:20][CH2:21][C:22]4[S:23][CH:24]=[CH:25][CH:26]=4)[CH2:17]3)=[CH:12][C:6]=2[CH2:5][N:4](C(OCC(Cl)C)=O)[CH2:3]1. Product: [O:27]=[C:15]([N:16]1[CH2:19][CH:18]([O:20][CH2:21][C:22]2[S:23][CH:24]=[CH:25][CH:26]=2)[CH2:17]1)/[CH:14]=[CH:13]/[C:11]1[CH:10]=[N:9][C:7]2[NH:8][C:2](=[O:1])[CH2:3][NH:4][CH2:5][C:6]=2[CH:12]=1. The catalyst class is: 5. (4) Reactant: Cl[C:2]1[CH:7]=[C:6]([O:8][C:9]2[C:10]([CH3:18])=[CH:11][C:12]([N+:15]([O-:17])=[O:16])=[N:13][CH:14]=2)[CH:5]=[CH:4][N:3]=1.[CH3:19][N:20]1[CH:24]=[C:23](B2OC(C)(C)C(C)(C)O2)[CH:22]=[N:21]1.C([O-])([O-])=O.[K+].[K+]. Product: [CH3:18][C:10]1[C:9]([O:8][C:6]2[CH:5]=[CH:4][N:3]=[C:2]([C:23]3[CH:22]=[N:21][N:20]([CH3:19])[CH:24]=3)[CH:7]=2)=[CH:14][N:13]=[C:12]([N+:15]([O-:17])=[O:16])[CH:11]=1. The catalyst class is: 70. (5) Reactant: [CH3:1][C:2]1[CH:6]=[CH:5][O:4][C:3]=1[CH:7]=[C:8]1[C:16]2[C:11](=[CH:12][CH:13]=[CH:14][CH:15]=2)[NH:10][C:9]1=[O:17].C1C(=O)N([Br:25])C(=O)C1.O. Product: [Br:25][C:5]1[O:4][C:3]([CH:7]=[C:8]2[C:16]3[C:11](=[CH:12][CH:13]=[CH:14][CH:15]=3)[NH:10][C:9]2=[O:17])=[C:2]([CH3:1])[CH:6]=1. The catalyst class is: 3. (6) Reactant: [Cl:1][C:2]1[CH:3]=[CH:4][C:5]([NH:8][C:9](=[O:37])[C:10]([NH:12][C@H:13]2[CH2:18][CH2:17][C@H:16]([C:19]([N:21]([CH3:23])[CH3:22])=[O:20])[CH2:15][C@H:14]2[NH:24][C:25]([C:27]2[S:28][C:29]3[CH2:30][N:31]([CH3:36])[CH2:32][CH2:33][C:34]=3[N:35]=2)=[O:26])=[O:11])=[N:6][CH:7]=1.O.[C:39]1([CH3:49])[CH:44]=[CH:43][C:42]([S:45]([OH:48])(=[O:47])=[O:46])=[CH:41][CH:40]=1. Product: [OH2:11].[C:39]1([CH3:49])[CH:40]=[CH:41][C:42]([S:45]([OH:48])(=[O:46])=[O:47])=[CH:43][CH:44]=1.[Cl:1][C:2]1[CH:3]=[CH:4][C:5]([NH:8][C:9](=[O:37])[C:10]([NH:12][C@H:13]2[CH2:18][CH2:17][C@H:16]([C:19]([N:21]([CH3:23])[CH3:22])=[O:20])[CH2:15][C@H:14]2[NH:24][C:25]([C:27]2[S:28][C:29]3[CH2:30][N:31]([CH3:36])[CH2:32][CH2:33][C:34]=3[N:35]=2)=[O:26])=[O:11])=[N:6][CH:7]=1. The catalyst class is: 8. (7) Reactant: [F:1][C:2]([F:25])([C:21]([F:24])([F:23])[F:22])[C:3]([F:20])([F:19])[C:4]1[O:5][C:6]2[CH:12]=[CH:11][C:10]([CH:13]([CH3:18])[C:14]([O:16]C)=[O:15])=[CH:9][C:7]=2[N:8]=1.C[Si](C)(C)[Si](C)(C)C.II.C1(C)C=CC=CC=1. Product: [F:25][C:2]([F:1])([C:21]([F:22])([F:23])[F:24])[C:3]([F:19])([F:20])[C:4]1[O:5][C:6]2[CH:12]=[CH:11][C:10]([CH:13]([CH3:18])[C:14]([OH:16])=[O:15])=[CH:9][C:7]=2[N:8]=1. The catalyst class is: 13.